This data is from CYP2D6 inhibition data for predicting drug metabolism from PubChem BioAssay. The task is: Regression/Classification. Given a drug SMILES string, predict its absorption, distribution, metabolism, or excretion properties. Task type varies by dataset: regression for continuous measurements (e.g., permeability, clearance, half-life) or binary classification for categorical outcomes (e.g., BBB penetration, CYP inhibition). Dataset: cyp2d6_veith. The compound is CC(C)=CCC/C(C)=C/CO/N=C1/C[C@@H](O)[C@@H](O)[C@H]2[C@@H]1CC[C@H]1C(=O)N(c3ccc(F)cc3F)C(=O)[C@H]21. The result is 0 (non-inhibitor).